From a dataset of Full USPTO retrosynthesis dataset with 1.9M reactions from patents (1976-2016). Predict the reactants needed to synthesize the given product. Given the product [CH2:24]([N:21]1[C:16]2=[N:17][C:18]([CH2:19][CH3:20])=[C:13]([CH2:12][NH:11][C:6](=[O:7])[C:5]3[CH:9]=[CH:10][C:2]([F:1])=[CH:3][CH:4]=3)[C:14]([NH:26][CH:27]3[CH2:28][CH2:29][O:30][CH2:31][CH2:32]3)=[C:15]2[CH:23]=[N:22]1)[CH3:25], predict the reactants needed to synthesize it. The reactants are: [F:1][C:2]1[CH:10]=[CH:9][C:5]([C:6](Cl)=[O:7])=[CH:4][CH:3]=1.[NH2:11][CH2:12][C:13]1[C:18]([CH2:19][CH3:20])=[N:17][C:16]2[N:21]([CH2:24][CH3:25])[N:22]=[CH:23][C:15]=2[C:14]=1[NH:26][CH:27]1[CH2:32][CH2:31][O:30][CH2:29][CH2:28]1.CCN(C(C)C)C(C)C.